Dataset: Catalyst prediction with 721,799 reactions and 888 catalyst types from USPTO. Task: Predict which catalyst facilitates the given reaction. (1) Reactant: C([O:8][C:9]1[CH:37]=[CH:36][C:12]([C:13]([NH:15][C:16]2[CH:21]=[C:20]([C:22]3[C:23]([O:28]C)=[N:24][CH:25]=[CH:26][CH:27]=3)[CH:19]=[C:18]([C:30]([CH3:33])([CH3:32])[CH3:31])[C:17]=2[O:34][CH3:35])=[O:14])=[C:11]([F:38])[CH:10]=1)C1C=CC=CC=1.Br. The catalyst class is: 52. Product: [C:30]([C:18]1[C:17]([O:34][CH3:35])=[C:16]([NH:15][C:13](=[O:14])[C:12]2[CH:36]=[CH:37][C:9]([OH:8])=[CH:10][C:11]=2[F:38])[CH:21]=[C:20]([C:22]2[C:23](=[O:28])[NH:24][CH:25]=[CH:26][CH:27]=2)[CH:19]=1)([CH3:33])([CH3:31])[CH3:32]. (2) The catalyst class is: 652. Reactant: [C:1]([O:5][C:6]([NH:8][CH:9]([C:11]1[C:12]([O:29][CH3:30])=[C:13]([CH:19]([CH2:25][N+:26]([O-])=O)[CH2:20][C:21]([O:23]C)=O)[C:14]([CH3:18])=[C:15]([Cl:17])[CH:16]=1)[CH3:10])=[O:7])([CH3:4])([CH3:3])[CH3:2].[BH4-].[Na+]. Product: [C:1]([O:5][C:6](=[O:7])[NH:8][CH:9]([C:11]1[CH:16]=[C:15]([Cl:17])[C:14]([CH3:18])=[C:13]([CH:19]2[CH2:20][C:21](=[O:23])[NH:26][CH2:25]2)[C:12]=1[O:29][CH3:30])[CH3:10])([CH3:3])([CH3:4])[CH3:2]. (3) Reactant: [NH:1]1[CH2:6][CH2:5][CH2:4][CH:3]([C:7]([O:9][CH2:10][CH3:11])=[O:8])[CH2:2]1.Br[CH2:13][CH2:14][CH3:15].C(=O)([O-])[O-].[Na+].[Na+]. Product: [CH2:13]([N:1]1[CH2:6][CH2:5][CH2:4][CH:3]([C:7]([O:9][CH2:10][CH3:11])=[O:8])[CH2:2]1)[CH2:14][CH3:15]. The catalyst class is: 48. (4) Reactant: [F:1][C@@:2]1([C:14]([O:16]C)=[O:15])[CH2:6][CH2:5][N:4]([C:7]([O:9][C:10]([CH3:13])([CH3:12])[CH3:11])=[O:8])[CH2:3]1.[OH-].[Na+]. Product: [C:10]([O:9][C:7]([N:4]1[CH2:5][CH2:6][C@@:2]([F:1])([C:14]([OH:16])=[O:15])[CH2:3]1)=[O:8])([CH3:13])([CH3:11])[CH3:12]. The catalyst class is: 5. (5) Reactant: Br[C:2]1[C:7]2[NH:8][C:9]3[CH:10]=[C:11]([Cl:15])[CH:12]=[CH:13][C:14]=3[C:6]=2[C:5](=[O:16])[NH:4][CH:3]=1.[CH3:17][N:18](C=O)C. Product: [Cl:15][C:11]1[CH:12]=[CH:13][C:14]2[C:6]3[C:5](=[O:16])[NH:4][CH:3]=[C:2]([C:17]#[N:18])[C:7]=3[NH:8][C:9]=2[CH:10]=1. The catalyst class is: 267. (6) Reactant: [NH2:1][C@H:2]1[CH2:7][CH2:6][C@H:5]([NH2:8])[CH2:4][CH2:3]1.[C:9](O[C:9]([O:11][C:12]([CH3:15])([CH3:14])[CH3:13])=[O:10])([O:11][C:12]([CH3:15])([CH3:14])[CH3:13])=[O:10]. Product: [NH2:1][CH:2]1[CH2:7][CH2:6][CH:5]([NH:8][C:9](=[O:10])[O:11][C:12]([CH3:15])([CH3:14])[CH3:13])[CH2:4][CH2:3]1. The catalyst class is: 20. (7) Reactant: F[C:2]1[C:7]([C:8]2[N:13]=[C:12]([CH3:14])[N:11]=[C:10]([N:15]([CH2:25][C:26]3[CH:31]=[CH:30][C:29]([O:32][CH3:33])=[CH:28][CH:27]=3)[CH2:16][C:17]3[CH:22]=[CH:21][C:20]([O:23][CH3:24])=[CH:19][CH:18]=3)[N:9]=2)=[CH:6][C:5]([C@H:34]([N:36]2[CH2:41][CH2:40][N:39]([S:42]([CH3:45])(=[O:44])=[O:43])[CH2:38][CH2:37]2)[CH3:35])=[CH:4][N:3]=1.[F:46][C:47]1[CH:56]=[C:55]([NH2:57])[CH:54]=[C:53]2[C:48]=1[CH:49]=[CH:50][CH:51]=[N:52]2.C[Si]([N-][Si](C)(C)C)(C)C.[Li+]. Product: [CH3:24][O:23][C:20]1[CH:19]=[CH:18][C:17]([CH2:16][N:15]([CH2:25][C:26]2[CH:31]=[CH:30][C:29]([O:32][CH3:33])=[CH:28][CH:27]=2)[C:10]2[N:11]=[C:12]([CH3:14])[N:13]=[C:8]([C:7]3[C:2]([NH:57][C:55]4[CH:54]=[C:53]5[C:48]([CH:49]=[CH:50][CH:51]=[N:52]5)=[C:47]([F:46])[CH:56]=4)=[N:3][CH:4]=[C:5]([C@H:34]([N:36]4[CH2:41][CH2:40][N:39]([S:42]([CH3:45])(=[O:43])=[O:44])[CH2:38][CH2:37]4)[CH3:35])[CH:6]=3)[N:9]=2)=[CH:22][CH:21]=1. The catalyst class is: 598. (8) Reactant: [Cl:1][C:2]1[CH:7]=[CH:6][C:5]([C@@H:8]([C:29]2[CH:34]=[CH:33][CH:32]=[C:31]([C:35]#[N:36])[CH:30]=2)[N:9]2[CH2:12][CH:11]([C@@H:13]([C:18]3[CH:19]=[C:20]([CH:25]=[C:26]([F:28])[CH:27]=3)[C:21]([NH:23][NH2:24])=[O:22])[C:14]([F:17])([CH3:16])[CH3:15])[CH2:10]2)=[CH:4][CH:3]=1.[CH:37](OCC)(OCC)OCC. Product: [Cl:1][C:2]1[CH:3]=[CH:4][C:5]([C@H:8]([N:9]2[CH2:12][CH:11]([C@@H:13]([C:18]3[CH:19]=[C:20]([C:21]4[O:22][CH:37]=[N:24][N:23]=4)[CH:25]=[C:26]([F:28])[CH:27]=3)[C:14]([F:17])([CH3:16])[CH3:15])[CH2:10]2)[C:29]2[CH:30]=[C:31]([CH:32]=[CH:33][CH:34]=2)[C:35]#[N:36])=[CH:6][CH:7]=1. The catalyst class is: 113. (9) Product: [Cl:1][C:2]1[C:3]([CH3:13])=[C:4]([CH3:12])[C:5]2[O:9][C:8]([N:18]3[CH2:19][CH2:20][N:15]([CH3:14])[CH2:16][CH2:17]3)=[N:7][C:6]=2[CH:11]=1. The catalyst class is: 22. Reactant: [Cl:1][C:2]1[C:3]([CH3:13])=[C:4]([CH3:12])[C:5]2[O:9][C:8](S)=[N:7][C:6]=2[CH:11]=1.[CH3:14][N:15]1[CH2:20][CH2:19][NH:18][CH2:17][CH2:16]1.